This data is from NCI-60 drug combinations with 297,098 pairs across 59 cell lines. The task is: Regression. Given two drug SMILES strings and cell line genomic features, predict the synergy score measuring deviation from expected non-interaction effect. (1) Cell line: LOX IMVI. Drug 2: C1=NNC2=C1C(=O)NC=N2. Drug 1: C1=NC2=C(N=C(N=C2N1C3C(C(C(O3)CO)O)F)Cl)N. Synergy scores: CSS=2.70, Synergy_ZIP=0.271, Synergy_Bliss=1.60, Synergy_Loewe=-2.34, Synergy_HSA=-2.54. (2) Drug 1: CN1C2=C(C=C(C=C2)N(CCCl)CCCl)N=C1CCCC(=O)O.Cl. Drug 2: C1CC(=O)NC(=O)C1N2C(=O)C3=CC=CC=C3C2=O. Cell line: SF-295. Synergy scores: CSS=-4.49, Synergy_ZIP=2.98, Synergy_Bliss=2.07, Synergy_Loewe=0.884, Synergy_HSA=-4.17. (3) Cell line: SF-295. Drug 2: C1=CN(C(=O)N=C1N)C2C(C(C(O2)CO)O)O.Cl. Drug 1: CC1OCC2C(O1)C(C(C(O2)OC3C4COC(=O)C4C(C5=CC6=C(C=C35)OCO6)C7=CC(=C(C(=C7)OC)O)OC)O)O. Synergy scores: CSS=50.7, Synergy_ZIP=-2.21, Synergy_Bliss=-1.13, Synergy_Loewe=1.44, Synergy_HSA=2.40.